Dataset: Forward reaction prediction with 1.9M reactions from USPTO patents (1976-2016). Task: Predict the product of the given reaction. (1) Given the reactants C(OC([NH:8][C:9]1[CH:14]=[CH:13][CH:12]=[C:11]([O:15][CH3:16])[C:10]=1[C:17](=[O:23])[C:18](OCC)=[O:19])=O)(C)(C)C, predict the reaction product. The product is: [CH3:16][O:15][C:11]1[CH:12]=[CH:13][CH:14]=[C:9]2[C:10]=1[C:17](=[O:23])[C:18](=[O:19])[NH:8]2. (2) Given the reactants [CH3:1][C:2]1[CH:19]=[CH:18][CH:17]=[C:16]([CH3:20])[C:3]=1[CH2:4][O:5][C:6]1[CH:7]=[C:8]([CH2:12][C:13](O)=[O:14])[CH:9]=[CH:10][CH:11]=1.C(Cl)(=O)C(Cl)=O.Cl.[NH2:28][OH:29].C(N(CC)CC)C, predict the reaction product. The product is: [OH:29][NH:28][C:13](=[O:14])[CH2:12][C:8]1[CH:9]=[CH:10][CH:11]=[C:6]([O:5][CH2:4][C:3]2[C:2]([CH3:1])=[CH:19][CH:18]=[CH:17][C:16]=2[CH3:20])[CH:7]=1.